This data is from Peptide-MHC class II binding affinity with 134,281 pairs from IEDB. The task is: Regression. Given a peptide amino acid sequence and an MHC pseudo amino acid sequence, predict their binding affinity value. This is MHC class II binding data. (1) The peptide sequence is VPILLNNPNLFWAVK. The MHC is DRB1_0901 with pseudo-sequence DRB1_0901. The binding affinity (normalized) is 0. (2) The binding affinity (normalized) is 0.168. The MHC is HLA-DPA10201-DPB10101 with pseudo-sequence HLA-DPA10201-DPB10101. The peptide sequence is AAASVPAADKFKTFE. (3) The peptide sequence is IVPPADKYRTFVATF. The MHC is DRB1_0802 with pseudo-sequence DRB1_0802. The binding affinity (normalized) is 0.198. (4) The peptide sequence is EKKYFAWTQFEPLAA. The MHC is HLA-DQA10401-DQB10402 with pseudo-sequence HLA-DQA10401-DQB10402. The binding affinity (normalized) is 0.536. (5) The peptide sequence is YDKFCANVSTVLTGK. The MHC is DRB1_0701 with pseudo-sequence DRB1_0701. The binding affinity (normalized) is 0.921.